Dataset: Catalyst prediction with 721,799 reactions and 888 catalyst types from USPTO. Task: Predict which catalyst facilitates the given reaction. (1) Reactant: O[CH2:2][CH2:3][O:4][C:5]1[CH:6]=[CH:7][C:8]([C:21]2[NH:30][C:29](=[O:31])[C:28]3[C:23](=[CH:24][C:25]([O:34][CH3:35])=[CH:26][C:27]=3[O:32][CH3:33])[N:22]=2)=[N:9][C:10]=1[C:11]1[CH:16]=[CH:15][CH:14]=[C:13]([S:17]([CH3:20])(=[O:19])=[O:18])[CH:12]=1.P(Br)(Br)[Br:37]. Product: [Br:37][CH2:2][CH2:3][O:4][C:5]1[CH:6]=[CH:7][C:8]([C:21]2[NH:30][C:29](=[O:31])[C:28]3[C:23](=[CH:24][C:25]([O:34][CH3:35])=[CH:26][C:27]=3[O:32][CH3:33])[N:22]=2)=[N:9][C:10]=1[C:11]1[CH:16]=[CH:15][CH:14]=[C:13]([S:17]([CH3:20])(=[O:19])=[O:18])[CH:12]=1. The catalyst class is: 3. (2) Reactant: [F:1][C:2]1[CH:7]=[CH:6][C:5]([N:8]2[C:16]3[C:11](=[CH:12][C:13]4[CH:21]([C:22]#[N:23])[C:20](OC)([O:24]C)[CH2:19][CH2:18][CH2:17][C:14]=4[CH:15]=3)[CH:10]=[N:9]2)=[CH:4][CH:3]=1. Product: [F:1][C:2]1[CH:7]=[CH:6][C:5]([N:8]2[C:16]3[C:11](=[CH:12][C:13]4[C:21]([C:22]#[N:23])=[C:20]([OH:24])[CH2:19][CH2:18][CH2:17][C:14]=4[CH:15]=3)[CH:10]=[N:9]2)=[CH:4][CH:3]=1. The catalyst class is: 295. (3) Reactant: [CH2:1]([C:3]1[CH:9]=[CH:8][CH:7]=[C:6]([CH2:10][CH3:11])[C:4]=1[NH2:5])[CH3:2].C1C(=O)N([Br:19])C(=O)C1. Product: [Br:19][C:8]1[CH:7]=[C:6]([CH2:10][CH3:11])[C:4]([NH2:5])=[C:3]([CH2:1][CH3:2])[CH:9]=1. The catalyst class is: 3.